From a dataset of Full USPTO retrosynthesis dataset with 1.9M reactions from patents (1976-2016). Predict the reactants needed to synthesize the given product. (1) Given the product [CH:8]([C:7]1[CH:10]=[CH:11][C:4]([C:1]([N:23]([CH2:24][CH3:25])[CH2:21][CH3:22])=[O:3])=[CH:5][CH:6]=1)=[O:9], predict the reactants needed to synthesize it. The reactants are: [C:1]([C:4]1[CH:11]=[CH:10][C:7]([CH:8]=[O:9])=[CH:6][CH:5]=1)([OH:3])=O.S(Cl)(Cl)=O.CN(C)C=O.[CH2:21]([NH:23][CH2:24][CH3:25])[CH3:22]. (2) Given the product [Br:1][C:2]1[CH:3]=[N:4][C:5]([C:18]([OH:17])([CH3:19])[CH3:12])=[N:6][CH:7]=1, predict the reactants needed to synthesize it. The reactants are: [Br:1][C:2]1[CH:3]=[N:4][C:5](C(OC)=O)=[N:6][CH:7]=1.[CH3:12][Mg]Br.CC[O:17][CH2:18][CH3:19]. (3) Given the product [OH:30][CH2:29][CH2:28][N:22]1[C:21](=[O:31])[C:20]2[C:24](=[CH:25][CH:26]=[C:18]([NH:17][C:13](=[O:51])[C:12]3[CH:8]=[CH:7][CH:6]=[C:5](/[CH:4]=[CH:3]/[C:2]([F:16])([F:15])[F:1])[C:49]=3[CH3:50])[CH:19]=2)[C:23]1=[O:27], predict the reactants needed to synthesize it. The reactants are: [F:1][C:2]([F:16])([F:15])/[CH:3]=[CH:4]/[C:5]1[CH:13]=[CH:12][C:8](C(O)=O)=[C:7](C)[CH:6]=1.[NH2:17][C:18]1[CH:19]=[C:20]2[C:24](=[CH:25][CH:26]=1)[C:23](=[O:27])[N:22]([CH2:28][CH2:29][OH:30])[C:21]2=[O:31].Cl.CN(C)CCCN=C=NCC.CCN([CH2:49][CH3:50])CC.[OH2:51]. (4) The reactants are: [CH3:1][CH:2]([CH3:14])[CH2:3][O:4][C:5]1[CH:10]=[CH:9][C:8]([Cl:11])=[CH:7][C:6]=1[CH2:12]Cl.[C-:15]#[N:16].[Na+]. Given the product [Cl:11][C:8]1[CH:9]=[CH:10][C:5]([O:4][CH2:3][CH:2]([CH3:14])[CH3:1])=[C:6]([CH2:12][C:15]#[N:16])[CH:7]=1, predict the reactants needed to synthesize it. (5) Given the product [F:1][C:2]1[CH:7]=[CH:6][C:5]([CH:8]([OH:30])[CH:9]([CH2:15][C:16]2[CH:29]=[CH:28][C:19]3[O:20][C:21]([F:26])([F:27])[C:22]([F:25])([F:24])[O:23][C:18]=3[CH:17]=2)[C:10]([OH:12])=[O:11])=[CH:4][CH:3]=1, predict the reactants needed to synthesize it. The reactants are: [F:1][C:2]1[CH:7]=[CH:6][C:5]([CH:8]([OH:30])[CH:9]([CH2:15][C:16]2[CH:29]=[CH:28][C:19]3[O:20][C:21]([F:27])([F:26])[C:22]([F:25])([F:24])[O:23][C:18]=3[CH:17]=2)[C:10]([O:12]CC)=[O:11])=[CH:4][CH:3]=1.[OH-].[Na+]. (6) The reactants are: [NH:1]1[C:9]2[C:4](=[CH:5][CH:6]=[CH:7][CH:8]=2)[CH:3]=[CH:2]1.[CH2:10]1[O:20][C:13]2([CH2:18][CH2:17][C:16](=O)[CH2:15][CH2:14]2)[O:12][CH2:11]1.[OH-].[K+]. Given the product [O:12]1[C:13]2([CH2:18][CH2:17][C:16]([C:3]3[C:4]4[C:9](=[CH:8][CH:7]=[CH:6][CH:5]=4)[NH:1][CH:2]=3)=[CH:15][CH2:14]2)[O:20][CH2:10][CH2:11]1, predict the reactants needed to synthesize it. (7) The reactants are: C(OC(=O)[NH:7][CH:8]([CH:11]([OH:21])[C:12]1[O:13][C:14]2[C:15]([N:20]=1)=[N:16][CH:17]=[CH:18][CH:19]=2)[CH2:9][CH3:10])(C)(C)C.[ClH:23].C(OCC)C. Given the product [ClH:23].[NH2:7][CH:8]([CH2:9][CH3:10])[CH:11]([C:12]1[O:13][C:14]2[C:15]([N:20]=1)=[N:16][CH:17]=[CH:18][CH:19]=2)[OH:21], predict the reactants needed to synthesize it.